Dataset: Catalyst prediction with 721,799 reactions and 888 catalyst types from USPTO. Task: Predict which catalyst facilitates the given reaction. (1) Reactant: [NH:1]([C:3]1[N:8]([CH2:9][CH:10]([CH3:12])[CH3:11])[C:7](=[O:13])[N:6]([CH3:14])[C:5](=[O:15])[CH:4]=1)[NH2:2].[CH:16]1[CH:21]=[C:20]2[C:22]([CH:25]=O)=[CH:23][S:24][C:19]2=[CH:18][CH:17]=1. Product: [CH2:9]([N:8]1[C:3]([NH:1][N:2]=[CH:25][C:22]2[C:20]3[CH:21]=[CH:16][CH:17]=[CH:18][C:19]=3[S:24][CH:23]=2)=[CH:4][C:5](=[O:15])[N:6]([CH3:14])[C:7]1=[O:13])[CH:10]([CH3:11])[CH3:12]. The catalyst class is: 5. (2) Reactant: [N:1]1[C:10]2[C:5](=[CH:6][C:7]([CH2:11][N:12]3[C:16]4=[N:17][C:18]([C:21]5[CH:29]=[CH:28][C:24]([C:25](O)=[O:26])=[CH:23][CH:22]=5)=[CH:19][CH:20]=[C:15]4[N:14]=[N:13]3)=[CH:8][CH:9]=2)[CH:4]=[CH:3][CH:2]=1.C1C=CC2N(O)N=NC=2C=1.CCN=C=NCCCN(C)C.[ClH:51].C(NCC)C.[CH3:57][O:58][CH2:59][CH2:60][NH:61][CH2:62][CH2:63][O:64][CH3:65]. Product: [ClH:51].[CH3:57][O:58][CH2:59][CH2:60][N:61]([CH2:62][CH2:63][O:64][CH3:65])[C:25](=[O:26])[C:24]1[CH:28]=[CH:29][C:21]([C:18]2[N:17]=[C:16]3[N:12]([CH2:11][C:7]4[CH:6]=[C:5]5[C:10](=[CH:9][CH:8]=4)[N:1]=[CH:2][CH:3]=[CH:4]5)[N:13]=[N:14][C:15]3=[CH:20][CH:19]=2)=[CH:22][CH:23]=1. The catalyst class is: 18. (3) Reactant: [CH2:1]([O:3][C:4](=[O:13])[CH2:5][C:6]1[CH:11]=[CH:10][CH:9]=[C:8]([Cl:12])[N:7]=1)[CH3:2].Cl[C:15]1N=C(C)C(C)=CC=1.[Li+].CC([N-]C(C)C)C.C(=O)(OCC)OCC. Product: [Cl:12][C:8]1[N:7]=[C:6]([CH2:5][C:4]([O:3][CH2:1][CH3:2])=[O:13])[C:11]([CH3:15])=[CH:10][CH:9]=1. The catalyst class is: 1. (4) Reactant: [CH3:1][O:2][C:3]1[CH:4]=[C:5]([CH:16]=[CH:17][C:18]=1[N+:19]([O-])=O)[CH2:6][N:7]([CH3:15])[C:8](=[O:14])[O:9][C:10]([CH3:13])([CH3:12])[CH3:11]. Product: [NH2:19][C:18]1[CH:17]=[CH:16][C:5]([CH2:6][N:7]([CH3:15])[C:8](=[O:14])[O:9][C:10]([CH3:12])([CH3:13])[CH3:11])=[CH:4][C:3]=1[O:2][CH3:1]. The catalyst class is: 50. (5) Product: [F:1][C:2]1[CH:3]=[CH:4][C:5]([N:8]2[CH2:9][C:10]3([CH2:11][NH:12][CH2:13]3)[CH2:18]2)=[CH:6][CH:7]=1. The catalyst class is: 4. Reactant: [F:1][C:2]1[CH:7]=[CH:6][C:5]([NH:8][C:9]2N3N=CC=[C:13]3[N:12]=[CH:11][C:10]=2[C:18](OCC)=O)=[C:4](C)[CH:3]=1.FC(F)(F)C(O)=O.C(=O)([O-])O.[Na+]. (6) Reactant: OC[C@@H:3]([NH:7][C:8](=[O:14])[O:9][C:10](C)(C)C)[CH2:4][O:5][CH3:6].O1CCCC1.CC(C)([O-])C.[K+]. Product: [CH3:6][O:5][CH2:4][C@H:3]1[CH2:10][O:9][C:8](=[O:14])[NH:7]1. The catalyst class is: 6. (7) Reactant: [CH:1]1([S:4]([NH:7][C:8]([C@@:10]23[CH2:25][C@H:24]2[CH:23]=[CH:22][CH:21]([CH3:26])[CH2:20][CH2:19][CH2:18][C@@H:17]([CH3:27])[C@H:16]([NH:28][C:29](=[O:35])[O:30][C:31]([CH3:34])([CH3:33])[CH3:32])[C:15](=[O:36])[N:14]2[CH2:37][C@H:38]([OH:40])[CH2:39][C@H:13]2[C:12](=[O:41])[NH:11]3)=[O:9])(=[O:6])=[O:5])[CH2:3][CH2:2]1.Cl[C:43]1[C:52]2[C:47](=[C:48]([Cl:53])[CH:49]=[CH:50][CH:51]=2)[C:46]([O:54][CH3:55])=[CH:45][N:44]=1.CC([O-])(C)C.[K+]. Product: [Cl:53][C:48]1[CH:49]=[CH:50][CH:51]=[C:52]2[C:47]=1[C:46]([O:54][CH3:55])=[CH:45][N:44]=[C:43]2[O:40][C@H:38]1[CH2:37][N:14]2[C:15](=[O:36])[C@@H:16]([NH:28][C:29](=[O:35])[O:30][C:31]([CH3:33])([CH3:34])[CH3:32])[C@H:17]([CH3:27])[CH2:18][CH2:19][CH2:20][CH:21]([CH3:26])[CH:22]=[CH:23][C@@H:24]3[CH2:25][C@@:10]3([C:8](=[O:9])[NH:7][S:4]([CH:1]3[CH2:3][CH2:2]3)(=[O:6])=[O:5])[NH:11][C:12](=[O:41])[C@@H:13]2[CH2:39]1. The catalyst class is: 16.